This data is from Forward reaction prediction with 1.9M reactions from USPTO patents (1976-2016). The task is: Predict the product of the given reaction. (1) Given the reactants [Br:1][C:2]1[C:3]([OH:14])=[CH:4][C:5]2[C:10]([CH:11]=1)=[CH:9][C:8]([Br:12])=[CH:7][C:6]=2[Cl:13].[CH3:15][C:16]([Si:19](Cl)([CH3:21])[CH3:20])([CH3:18])[CH3:17], predict the reaction product. The product is: [C:16]([Si:19]([O:14][C:3]1[C:2]([Br:1])=[CH:11][C:10]2[C:5](=[C:6]([Cl:13])[CH:7]=[C:8]([Br:12])[CH:9]=2)[CH:4]=1)([CH3:21])[CH3:20])([CH3:18])([CH3:17])[CH3:15]. (2) The product is: [CH3:14][O:13][C:7]1[CH:6]=[C:5]([C:3]2[CH2:2][O:26][C:25](=[O:27])[C:24]=2[C:17]2[C:16]([F:15])=[CH:21][C:20]([F:22])=[CH:19][C:18]=2[F:23])[CH:10]=[C:9]([O:11][CH3:12])[CH:8]=1. Given the reactants Br[CH2:2][C:3]([C:5]1[CH:10]=[C:9]([O:11][CH3:12])[CH:8]=[C:7]([O:13][CH3:14])[CH:6]=1)=O.[F:15][C:16]1[CH:21]=[C:20]([F:22])[CH:19]=[C:18]([F:23])[C:17]=1[CH2:24][C:25]([OH:27])=[O:26].C(N(CC)CC)C.C1CCN2C(=NCCC2)CC1, predict the reaction product. (3) Given the reactants C1(C)C=CC(S(CC[O:12][C:13](=[O:48])[C:14]2[CH:19]=[CH:18][CH:17]=[C:16]([S:20]([N:23]3[C:27]4[CH:28]=[CH:29][CH:30]=[CH:31][C:26]=4[N:25]=[C:24]3[S:32]([CH2:34][C:35]3[C:40]([CH3:41])=[C:39]([O:42][CH2:43][CH2:44][CH2:45][O:46][CH3:47])[CH:38]=[CH:37][N:36]=3)=[O:33])(=[O:22])=[O:21])[CH:15]=2)(=O)=O)=CC=1.C([O-])(O)=O.[Na+:54], predict the reaction product. The product is: [Na+:54].[CH3:47][O:46][CH2:45][CH2:44][CH2:43][O:42][C:39]1[CH:38]=[CH:37][N:36]=[C:35]([CH2:34][S:32]([C:24]2[N:23]([S:20]([C:16]3[CH:15]=[C:14]([CH:19]=[CH:18][CH:17]=3)[C:13]([O-:48])=[O:12])(=[O:22])=[O:21])[C:27]3[CH:28]=[CH:29][CH:30]=[CH:31][C:26]=3[N:25]=2)=[O:33])[C:40]=1[CH3:41]. (4) The product is: [CH3:1][O:2][C:3]1[CH:8]=[C:7]([C:9]2[CH2:10][CH2:11][N:12]([CH3:15])[CH2:13][CH:14]=2)[C:6]([NH2:16])=[CH:5][C:4]=1[NH:19][C:20]1[N:25]=[C:24]([C:26]2[CH:27]=[N:28][N:29]3[CH:34]=[CH:33][CH:32]=[CH:31][C:30]=23)[C:23]([CH3:35])=[CH:22][N:21]=1. Given the reactants [CH3:1][O:2][C:3]1[CH:8]=[C:7]([C:9]2[CH2:10][CH2:11][N:12]([CH3:15])[CH2:13][CH:14]=2)[C:6]([N+:16]([O-])=O)=[CH:5][C:4]=1[NH:19][C:20]1[N:25]=[C:24]([C:26]2[CH:27]=[N:28][N:29]3[CH:34]=[CH:33][CH:32]=[CH:31][C:30]=23)[C:23]([CH3:35])=[CH:22][N:21]=1.[NH4+].[Cl-], predict the reaction product. (5) The product is: [CH3:23][O:24][CH2:25][CH2:26][C:2]1([C:11]([O:13][CH3:14])=[O:12])[CH:1]2[CH2:10][CH:5]3[CH2:6][CH:7]([CH2:9][CH:3]1[CH2:4]3)[CH2:8]2. Given the reactants [CH:1]12[CH2:10][CH:5]3[CH2:6][CH:7]([CH2:9][CH:3]([CH2:4]3)[CH:2]1[C:11]([O:13][CH3:14])=[O:12])[CH2:8]2.C([N-]C(C)C)(C)C.[Li+].[CH3:23][O:24][CH2:25][CH2:26]Br, predict the reaction product. (6) Given the reactants Cl.O1CCCCC1[N:8]1[C:12]2[CH:13]=[CH:14][C:15]([C@@H:17]([NH2:19])[CH3:18])=[CH:16][C:11]=2[N:10]=[CH:9]1.Cl[C:21]1[N:26]=[C:25]([NH:27][C:28]2[NH:32][N:31]=[C:30]([CH:33]3[CH2:35][CH2:34]3)[CH:29]=2)[CH:24]=[CH:23][N:22]=1.CCCCO.CCN(C(C)C)C(C)C, predict the reaction product. The product is: [NH:8]1[C:12]2[CH:13]=[CH:14][C:15]([C@@H:17]([NH:19][C:21]3[N:26]=[C:25]([NH:27][C:28]4[CH:29]=[C:30]([CH:33]5[CH2:35][CH2:34]5)[NH:31][N:32]=4)[CH:24]=[CH:23][N:22]=3)[CH3:18])=[CH:16][C:11]=2[N:10]=[CH:9]1. (7) Given the reactants [Si]([O:8][C@H:9]1[CH2:26][CH2:25][C@@:24]2([CH3:27])[CH:11]([C:12](=[O:29])[CH2:13][C@@H:14]3[C@@H:23]2[CH2:22][CH2:21][C@@:19]2([CH3:20])[C@H:15]3[CH2:16][CH2:17][C:18]2=[O:28])[CH2:10]1)(C(C)(C)C)(C)C, predict the reaction product. The product is: [OH:8][C@H:9]1[CH2:26][CH2:25][C@@:24]2([CH3:27])[CH:11]([C:12](=[O:29])[CH2:13][C@@H:14]3[C@@H:23]2[CH2:22][CH2:21][C@@:19]2([CH3:20])[C@H:15]3[CH2:16][CH2:17][C:18]2=[O:28])[CH2:10]1. (8) Given the reactants [H-].[Al+3].[Li+].[H-].[H-].[H-].C([O:9][C:10]([C:12]1[S:16][C:15]([CH2:17][CH3:18])=[N:14][C:13]=1[CH3:19])=O)C.C(C(C(C([O-])=O)O)O)([O-])=O.[Na+].[K+], predict the reaction product. The product is: [CH2:17]([C:15]1[S:16][C:12]([CH2:10][OH:9])=[C:13]([CH3:19])[N:14]=1)[CH3:18]. (9) The product is: [NH:1]([C:13]([O:15][CH2:16][CH:17]1[C:29]2[C:24](=[CH:25][CH:26]=[CH:27][CH:28]=2)[C:23]2[C:18]1=[CH:19][CH:20]=[CH:21][CH:22]=2)=[O:14])[C@H:2]([C:10]([NH:60][C@H:61]([C:74]([O:76][C:77]([CH3:80])([CH3:79])[CH3:78])=[O:75])[CH2:62][CH2:63][CH2:64][CH2:65][NH:66][C:67]([O:69][C:70]([CH3:71])([CH3:72])[CH3:73])=[O:68])=[O:11])[CH2:3][C:4]1[CH:9]=[CH:8][CH:7]=[CH:6][CH:5]=1. Given the reactants [NH:1]([C:13]([O:15][CH2:16][CH:17]1[C:29]2[C:24](=[CH:25][CH:26]=[CH:27][CH:28]=2)[C:23]2[C:18]1=[CH:19][CH:20]=[CH:21][CH:22]=2)=[O:14])[C@H:2]([C:10](O)=[O:11])[CH2:3][C:4]1[CH:9]=[CH:8][CH:7]=[CH:6][CH:5]=1.ON1C(=O)CCC1=O.C1CCC(N=C=NC2CCCCC2)CC1.C(N(CC)CC)C.[NH2:60][C@H:61]([C:74]([O:76][C:77]([CH3:80])([CH3:79])[CH3:78])=[O:75])[CH2:62][CH2:63][CH2:64][CH2:65][NH:66][C:67]([O:69][C:70]([CH3:73])([CH3:72])[CH3:71])=[O:68].Cl, predict the reaction product.